Dataset: Peptide-MHC class II binding affinity with 134,281 pairs from IEDB. Task: Regression. Given a peptide amino acid sequence and an MHC pseudo amino acid sequence, predict their binding affinity value. This is MHC class II binding data. (1) The peptide sequence is INVGFKAAVAAAAGV. The MHC is HLA-DQA10301-DQB10302 with pseudo-sequence HLA-DQA10301-DQB10302. The binding affinity (normalized) is 0.0894. (2) The peptide sequence is GKWYLKAMTADQEVPE. The MHC is DRB3_0202 with pseudo-sequence DRB3_0202. The binding affinity (normalized) is 0.200. (3) The peptide sequence is LKDLWDYMLNSTGGI. The MHC is H-2-IAb with pseudo-sequence H-2-IAb. The binding affinity (normalized) is 0. (4) The peptide sequence is FWAVRGGGGESFGIV. The MHC is HLA-DQA10501-DQB10201 with pseudo-sequence HLA-DQA10501-DQB10201. The binding affinity (normalized) is 0.236. (5) The peptide sequence is EEGSRAYRNALSMMP. The MHC is DRB1_0301 with pseudo-sequence DRB1_0301. The binding affinity (normalized) is 0.483. (6) The peptide sequence is SQDLELSWNLNGLQAY. The MHC is DRB5_0101 with pseudo-sequence DRB5_0101. The binding affinity (normalized) is 0.124. (7) The peptide sequence is GILQIVDKIDAAFKI. The MHC is DRB1_1302 with pseudo-sequence DRB1_1302. The binding affinity (normalized) is 0.602. (8) The peptide sequence is DVVPEKYTIGATYAP. The MHC is DRB1_1001 with pseudo-sequence DRB1_1001. The binding affinity (normalized) is 0.366.